The task is: Predict the reactants needed to synthesize the given product.. This data is from Full USPTO retrosynthesis dataset with 1.9M reactions from patents (1976-2016). The reactants are: [Cl:1][C:2]1[CH:3]=[C:4]2[C:10]([C:11]3[N:16]=[C:15]([NH:17][C@H:18]4[CH2:29][CH2:28][CH2:27][C@:20]5([O:24][C:23](=[O:25])[N:22]([CH3:26])[CH2:21]5)[CH2:19]4)[C:14]([F:30])=[CH:13][N:12]=3)=[CH:9][N:8](S(C3C=CC(C)=CC=3)(=O)=O)[C:5]2=[N:6][CH:7]=1.C[O-].[Na+]. Given the product [Cl:1][C:2]1[CH:3]=[C:4]2[C:10]([C:11]3[N:16]=[C:15]([NH:17][C@H:18]4[CH2:29][CH2:28][CH2:27][C@:20]5([O:24][C:23](=[O:25])[N:22]([CH3:26])[CH2:21]5)[CH2:19]4)[C:14]([F:30])=[CH:13][N:12]=3)=[CH:9][NH:8][C:5]2=[N:6][CH:7]=1, predict the reactants needed to synthesize it.